From a dataset of Catalyst prediction with 721,799 reactions and 888 catalyst types from USPTO. Predict which catalyst facilitates the given reaction. (1) Reactant: [CH3:1][C:2]1[CH:3]=[C:4]([NH:20][C:21]2[N:26]=[C:25]([C:27](O)=[O:28])[CH:24]=[CH:23][N:22]=2)[CH:5]=[C:6]([C:8]2[S:12][C:11]([C:13]([OH:19])([CH3:18])[C:14]([F:17])([F:16])[F:15])=[N:10][CH:9]=2)[CH:7]=1.CN(C=O)C.[N:35]1(C(OC(C)(C)C)=O)[CH2:40][CH2:39][NH:38][CH2:37][CH2:36]1.F[P-](F)(F)(F)(F)F.N1(O[P+](N(C)C)(N(C)C)N(C)C)C2C=CC=CC=2N=N1. Product: [CH3:1][C:2]1[CH:3]=[C:4]([NH:20][C:21]2[N:26]=[C:25]([C:27]([N:35]3[CH2:40][CH2:39][NH:38][CH2:37][CH2:36]3)=[O:28])[CH:24]=[CH:23][N:22]=2)[CH:5]=[C:6]([C:8]2[S:12][C:11]([C:13]([OH:19])([CH3:18])[C:14]([F:16])([F:17])[F:15])=[N:10][CH:9]=2)[CH:7]=1. The catalyst class is: 229. (2) Reactant: I[C:2]1[CH:7]=[CH:6][CH:5]=[CH:4][CH:3]=1.[CH3:8][O:9][C:10](=[O:13])[CH:11]=[CH2:12].C(N(CC)CC)C. Product: [C:10]([O:9][CH3:8])(=[O:13])[CH:11]=[CH:12][C:2]1[CH:7]=[CH:6][CH:5]=[CH:4][CH:3]=1. The catalyst class is: 10. (3) Reactant: [C:1](OC(=O)C)(=[O:3])[CH3:2].[NH2:8][C:9]1[CH:13]=[CH:12][S:11][C:10]=1[C:14]([O:16][CH3:17])=[O:15]. Product: [C:1]([NH:8][C:9]1[CH:13]=[CH:12][S:11][C:10]=1[C:14]([O:16][CH3:17])=[O:15])(=[O:3])[CH3:2]. The catalyst class is: 11. (4) Reactant: [CH3:1][O:2][C:3](=[O:15])[C:4]1[CH:9]=[C:8]([N+:10]([O-])=O)[CH:7]=[CH:6][C:5]=1[O:13][CH3:14].C([SiH](CC)CC)C. Product: [CH3:1][O:2][C:3](=[O:15])[C:4]1[CH:9]=[C:8]([NH2:10])[CH:7]=[CH:6][C:5]=1[O:13][CH3:14]. The catalyst class is: 19. (5) Reactant: [CH2:1]([O:8][C:9]1[C:18]2[C:13](=[CH:14][CH:15]=[C:16](Br)[CH:17]=2)[N:12]=[CH:11][CH:10]=1)[C:2]1[CH:7]=[CH:6][CH:5]=[CH:4][CH:3]=1.C([O-])(=O)C.[K+].[B:25]1([B:25]2[O:29][C:28]([CH3:31])([CH3:30])[C:27]([CH3:33])([CH3:32])[O:26]2)[O:29][C:28]([CH3:31])([CH3:30])[C:27]([CH3:33])([CH3:32])[O:26]1.C1(P(C2CCCCC2)C2CCCCC2)CCCCC1. Product: [CH2:1]([O:8][C:9]1[C:18]2[C:13](=[CH:14][CH:15]=[C:16]([B:25]3[O:29][C:28]([CH3:31])([CH3:30])[C:27]([CH3:33])([CH3:32])[O:26]3)[CH:17]=2)[N:12]=[CH:11][CH:10]=1)[C:2]1[CH:7]=[CH:6][CH:5]=[CH:4][CH:3]=1. The catalyst class is: 62. (6) Reactant: FC(F)(F)S([O:6][Si:7]([C:10]([CH3:13])([CH3:12])[CH3:11])([CH3:9])[CH3:8])(=O)=O.[C:16]([O:20][C:21](=[O:47])[NH:22][C:23]1[CH:28]=[C:27]([C:29]#[N:30])[CH:26]=[C:25]([C:31]([N:33]2[CH2:37][CH:36]([N:38]3[CH2:43][CH2:42][N:41]([CH3:44])[CH2:40][CH2:39]3)[CH:35](O)[CH2:34]2)=[O:32])[C:24]=1[Cl:46])([CH3:19])([CH3:18])[CH3:17].N1C=CN=C1. Product: [C:16]([O:20][C:21](=[O:47])[NH:22][C:23]1[CH:28]=[C:27]([C:29]#[N:30])[CH:26]=[C:25]([C:31]([N:33]2[CH2:37][CH:36]([N:38]3[CH2:39][CH2:40][N:41]([CH3:44])[CH2:42][CH2:43]3)[CH:35]([O:6][Si:7]([C:10]([CH3:13])([CH3:12])[CH3:11])([CH3:9])[CH3:8])[CH2:34]2)=[O:32])[C:24]=1[Cl:46])([CH3:19])([CH3:17])[CH3:18]. The catalyst class is: 39.